Dataset: Catalyst prediction with 721,799 reactions and 888 catalyst types from USPTO. Task: Predict which catalyst facilitates the given reaction. Reactant: O[CH:2]1[C:18]2[C:17]3[C:12](=[CH:13][CH:14]=[CH:15][CH:16]=3)[C:11](=[O:19])[NH:10][C:9]=2[C:8]2[CH:7]=[CH:6][CH:5]=[CH:4][C:3]1=2.C([SiH](CC)CC)C. Product: [O:19]=[C:11]1[C:12]2[C:17](=[CH:16][CH:15]=[CH:14][CH:13]=2)[C:18]2[CH2:2][C:3]3[CH:4]=[CH:5][CH:6]=[CH:7][C:8]=3[C:9]=2[NH:10]1. The catalyst class is: 55.